From a dataset of Peptide-MHC class II binding affinity with 134,281 pairs from IEDB. Regression. Given a peptide amino acid sequence and an MHC pseudo amino acid sequence, predict their binding affinity value. This is MHC class II binding data. (1) The peptide sequence is QVAFSYFPPPAAKED. The MHC is HLA-DQA10301-DQB10302 with pseudo-sequence HLA-DQA10301-DQB10302. The binding affinity (normalized) is 0.142. (2) The peptide sequence is LCSDKQPCNGVTMND. The MHC is HLA-DQA10401-DQB10402 with pseudo-sequence HLA-DQA10401-DQB10402. The binding affinity (normalized) is 0.108. (3) The peptide sequence is KNLYEKVKSQLKNNAKEEIGNGC. The MHC is DRB1_1501 with pseudo-sequence DRB1_1501. The binding affinity (normalized) is 0.0394. (4) The peptide sequence is YDYFLANVSTVLTGK. The MHC is DRB1_0404 with pseudo-sequence DRB1_0404. The binding affinity (normalized) is 0.646. (5) The peptide sequence is RLKGKSCDDWLGGSV. The MHC is H-2-IAb with pseudo-sequence H-2-IAb. The binding affinity (normalized) is 0.0698. (6) The peptide sequence is HHLVEFEPPHAATIR. The MHC is DRB1_1101 with pseudo-sequence DRB1_1101. The binding affinity (normalized) is 0.297. (7) The MHC is H-2-IAb with pseudo-sequence H-2-IAb. The peptide sequence is ILVLILAHPSKRSQK. The binding affinity (normalized) is 0.196.